From a dataset of Full USPTO retrosynthesis dataset with 1.9M reactions from patents (1976-2016). Predict the reactants needed to synthesize the given product. (1) The reactants are: Cl.[C:2]1([CH3:10])[CH:7]=[CH:6][C:5]([NH:8]N)=[CH:4][CH:3]=1.Br[CH2:12][CH2:13][C:14]1[CH:15]=[CH:16][C:17]([CH3:20])=[N:18][CH:19]=1.C(N(CC)CC)C.O=[C:29]1[CH2:34][CH2:33][N:32]([C:35]([O:37][CH2:38][C:39]([Cl:42])([Cl:41])[Cl:40])=[O:36])[CH2:31][CH2:30]1. Given the product [CH3:10][C:2]1[CH:7]=[CH:6][C:5]2[N:8]([CH2:12][CH2:13][C:14]3[CH:19]=[N:18][C:17]([CH3:20])=[CH:16][CH:15]=3)[C:29]3[CH2:34][CH2:33][N:32]([C:35]([O:37][CH2:38][C:39]([Cl:42])([Cl:40])[Cl:41])=[O:36])[CH2:31][C:30]=3[C:4]=2[CH:3]=1, predict the reactants needed to synthesize it. (2) Given the product [CH2:11]([C@H:13]1[CH2:21][C:20]2[C:15](=[CH:16][C:17]([O:22][CH3:23])=[CH:18][CH:19]=2)[C@H:14]1[NH2:24])[CH3:12], predict the reactants needed to synthesize it. The reactants are: N1C=CC=C2C(N)CCC=12.[CH2:11]([CH:13]1[CH2:21][C:20]2[C:15](=[CH:16][C:17]([O:22][CH3:23])=[CH:18][CH:19]=2)[C:14]1=[N:24]O)[CH3:12]. (3) Given the product [ClH:37].[ClH:37].[NH2:21][C@@H:10]1[C:9]2[CH:29]=[C:5]([CH:6]=[CH:7][N:8]=2)[C:4]2[N:3]([CH:2]([F:1])[F:30])[N:19]=[CH:18][C:17]=2[NH:16][C:15](=[O:20])[CH2:14][CH2:13][CH2:12][CH2:11]1, predict the reactants needed to synthesize it. The reactants are: [F:1][CH:2]([F:30])[N:3]1[N:19]=[CH:18][C:17]2[NH:16][C:15](=[O:20])[CH2:14][CH2:13][CH2:12][CH2:11][C@H:10]([NH:21]C(=O)OC(C)(C)C)[C:9]3[CH:29]=[C:5]([CH:6]=[CH:7][N:8]=3)[C:4]1=2.O1CCOCC1.[ClH:37]. (4) Given the product [CH2:45]([O:44][C:32]1[CH:31]=[C:30]([CH:35]=[CH:34][C:33]=1[O:36][CH2:37][C:38]1[CH:43]=[CH:42][CH:41]=[CH:40][CH:39]=1)[C:29]1[O:24][C:23]2[C:18]([C:16](=[O:17])[CH:15]=1)=[CH:19][CH:20]=[C:21]([OH:25])[CH:22]=2)[C:46]1[CH:47]=[CH:48][CH:49]=[CH:50][CH:51]=1, predict the reactants needed to synthesize it. The reactants are: C[Si](C)(C)N[Si](C)(C)C.C([Li])CCC.[CH3:15][C:16]([C:18]1[CH:19]=[CH:20][C:21]([OH:25])=[CH:22][C:23]=1[OH:24])=[O:17].C(O[C:29](=O)[C:30]1[CH:35]=[CH:34][C:33]([O:36][CH2:37][C:38]2[CH:43]=[CH:42][CH:41]=[CH:40][CH:39]=2)=[C:32]([O:44][CH2:45][C:46]2[CH:51]=[CH:50][CH:49]=[CH:48][CH:47]=2)[CH:31]=1)C.Cl. (5) Given the product [C:63]([N:61]1[CH2:62][CH:59]([NH:58][C:27](=[O:29])[C:26]2[CH:30]=[CH:31][C:23]([NH:22][C:20]3[N:19]=[CH:18][C:9]4[N:10]([CH3:17])[C:11](=[O:16])[C:12]([F:14])([F:15])[CH2:13][N:7]([CH:1]5[CH2:2][CH2:3][CH2:4][CH2:5][CH2:6]5)[C:8]=4[N:21]=3)=[C:24]([O:32][CH3:33])[CH:25]=2)[CH2:60]1)(=[O:65])[CH3:64], predict the reactants needed to synthesize it. The reactants are: [CH:1]1([N:7]2[CH2:13][C:12]([F:15])([F:14])[C:11](=[O:16])[N:10]([CH3:17])[C:9]3[CH:18]=[N:19][C:20]([NH:22][C:23]4[CH:31]=[CH:30][C:26]([C:27]([OH:29])=O)=[CH:25][C:24]=4[O:32][CH3:33])=[N:21][C:8]2=3)[CH2:6][CH2:5][CH2:4][CH2:3][CH2:2]1.CN(C(ON1N=NC2C=CC=NC1=2)=[N+](C)C)C.F[P-](F)(F)(F)(F)F.[NH2:58][CH:59]1[CH2:62][N:61]([C:63](=[O:65])[CH3:64])[CH2:60]1. (6) Given the product [NH2:1][C:2]1[CH:11]=[C:10]2[C:5]([C:6]([NH:14][C:15]3[CH:20]=[C:19]([O:21][CH3:22])[C:18]([O:23][CH3:24])=[C:17]([O:25][CH3:26])[CH:16]=3)=[C:7]([C:12]#[N:13])[CH:8]=[N:9]2)=[CH:4][C:3]=1[NH:27][C:28](=[O:31])[CH2:29][CH2:30][N:63]1[CH2:68][CH2:67][O:66][CH2:65][CH2:64]1, predict the reactants needed to synthesize it. The reactants are: [NH2:1][C:2]1[CH:11]=[C:10]2[C:5]([C:6]([NH:14][C:15]3[CH:20]=[C:19]([O:21][CH3:22])[C:18]([O:23][CH3:24])=[C:17]([O:25][CH3:26])[CH:16]=3)=[C:7]([C:12]#[N:13])[CH:8]=[N:9]2)=[CH:4][C:3]=1[NH:27][C:28](=[O:31])[CH:29]=[CH2:30].NC1C=C2C(=CC=1NC(=O)C=C)N=CC(C#N)=C2NC1C=C(OC)C(OC)=C(OC)C=1.[NH:63]1[CH2:68][CH2:67][O:66][CH2:65][CH2:64]1.